This data is from Reaction yield outcomes from USPTO patents with 853,638 reactions. The task is: Predict the reaction yield, written as a fraction of the theoretical maximum amount of product (1.0 means a 100% yield; for example, 0.34 means a 34% yield). (1) The reactants are [Cl:1][C:2]1[CH:3]=[C:4]2[CH:10]=[CH:9][NH:8][C:5]2=[N:6][CH:7]=1.[C:11]([O:15][C:16](=[O:35])[N:17]([C:27]1[CH:32]=[CH:31][C:30]([CH:33]=[O:34])=[CH:29][N:28]=1)[CH2:18][C:19]1[CH:20]=[N:21][C:22]([O:25][CH3:26])=[CH:23][CH:24]=1)([CH3:14])([CH3:13])[CH3:12].COC1N=CC(C=O)=CC=1.[OH-].[K+]. The yield is 0.370. The catalyst is CO.O. The product is [C:11]([O:15][C:16](=[O:35])[N:17]([C:27]1[CH:32]=[CH:31][C:30]([CH:33]([C:10]2[C:4]3[C:5](=[N:6][CH:7]=[C:2]([Cl:1])[CH:3]=3)[NH:8][CH:9]=2)[OH:34])=[CH:29][N:28]=1)[CH2:18][C:19]1[CH:20]=[N:21][C:22]([O:25][CH3:26])=[CH:23][CH:24]=1)([CH3:14])([CH3:12])[CH3:13]. (2) The reactants are Br[C:2]1[C:10]2[C:9]([NH:11][C@H:12]([C:14]3[N:19]([C:20]4[CH:25]=[CH:24][CH:23]=[CH:22][CH:21]=4)[C:18](=[O:26])[C:17]4=[C:27]([CH3:30])[CH:28]=[CH:29][N:16]4[N:15]=3)[CH3:13])=[N:8][CH:7]=[N:6][C:5]=2[N:4]([CH2:31][O:32][CH2:33][CH2:34][Si:35]([CH3:38])([CH3:37])[CH3:36])[CH:3]=1.[C:39]([C:41]1[CH:42]=[C:43](B(O)O)[CH:44]=[C:45]([O:47][CH3:48])[CH:46]=1)#[N:40].C(=O)([O-])[O-].[Na+].[Na+]. The catalyst is COCCOC.O. The product is [CH3:48][O:47][C:45]1[CH:46]=[C:41]([CH:42]=[C:43]([C:2]2[C:10]3[C:9]([NH:11][C@H:12]([C:14]4[N:19]([C:20]5[CH:25]=[CH:24][CH:23]=[CH:22][CH:21]=5)[C:18](=[O:26])[C:17]5=[C:27]([CH3:30])[CH:28]=[CH:29][N:16]5[N:15]=4)[CH3:13])=[N:8][CH:7]=[N:6][C:5]=3[N:4]([CH2:31][O:32][CH2:33][CH2:34][Si:35]([CH3:38])([CH3:37])[CH3:36])[CH:3]=2)[CH:44]=1)[C:39]#[N:40]. The yield is 0.430. (3) The reactants are [OH:1][CH:2]1[CH:7]([NH:8][C:9](=[O:15])[O:10][C:11]([CH3:14])([CH3:13])[CH3:12])[CH:6]=[C:5]([C:16]2[CH:21]=[CH:20][N:19]=[CH:18][C:17]=2[N+:22]([O-:24])=[O:23])[CH2:4][CH:3]1[CH3:25].[CH3:26][C:27](OC(C)=O)=[O:28]. The catalyst is N1C=CC=CC=1. The product is [C:27]([O:1][CH:2]1[CH:3]([CH3:25])[CH2:4][C:5]([C:16]2[CH:21]=[CH:20][N:19]=[CH:18][C:17]=2[N+:22]([O-:24])=[O:23])=[CH:6][CH:7]1[NH:8][C:9]([O:10][C:11]([CH3:12])([CH3:13])[CH3:14])=[O:15])(=[O:28])[CH3:26]. The yield is 0.940. (4) The reactants are C([O-])(=O)C.[K+].[CH3:21][C:16]1([CH3:22])[C:17]([CH3:20])([CH3:19])[O:18][B:14]([B:14]2[O:18][C:17]([CH3:20])([CH3:19])[C:16]([CH3:22])([CH3:21])[O:15]2)[O:15]1.Br[C:25]1[CH:33]=[CH:32][C:28]([C:29]([NH2:31])=[O:30])=[C:27]([F:34])[CH:26]=1. The catalyst is O1CCOCC1.C1C=CC(P(C2C=CC=CC=2)[C-]2C=CC=C2)=CC=1.C1C=CC(P(C2C=CC=CC=2)[C-]2C=CC=C2)=CC=1.Cl[Pd]Cl.[Fe+2]. The product is [F:34][C:27]1[CH:26]=[C:25]([B:14]2[O:15][C:16]([CH3:21])([CH3:22])[C:17]([CH3:19])([CH3:20])[O:18]2)[CH:33]=[CH:32][C:28]=1[C:29]([NH2:31])=[O:30]. The yield is 1.24.